From a dataset of Full USPTO retrosynthesis dataset with 1.9M reactions from patents (1976-2016). Predict the reactants needed to synthesize the given product. The reactants are: [F:1][C:2]1[CH:7]=[CH:6][C:5]([C:8]2[C:9]([CH2:29][CH2:30][CH2:31][CH2:32][C:33]([O:35][C:36]([CH3:39])([CH3:38])[CH3:37])=[O:34])=[N:10][C:11]3[C:16]([N:17]=2)=[CH:15][CH:14]=[C:13]([C:18](=[O:28])[NH:19][C@@H:20]([C:22]2[CH:27]=[CH:26][CH:25]=[CH:24][CH:23]=2)[CH3:21])[CH:12]=3)=[CH:4][CH:3]=1.[C:40](OC(=O)CCCCC1C(C2C=CC(F)=CC=2)=NC2C(N=1)=CC(C(O)=O)=CC=2)(C)(C)C.C1([C@H](N)C)C=CC=CC=1.[H-].[Na+].CI. Given the product [F:1][C:2]1[CH:7]=[CH:6][C:5]([C:8]2[C:9]([CH2:29][CH2:30][CH2:31][CH2:32][C:33]([O:35][C:36]([CH3:38])([CH3:37])[CH3:39])=[O:34])=[N:10][C:11]3[C:16]([N:17]=2)=[CH:15][CH:14]=[C:13]([C:18](=[O:28])[N:19]([CH3:40])[C@@H:20]([C:22]2[CH:27]=[CH:26][CH:25]=[CH:24][CH:23]=2)[CH3:21])[CH:12]=3)=[CH:4][CH:3]=1, predict the reactants needed to synthesize it.